From a dataset of Peptide-MHC class I binding affinity with 185,985 pairs from IEDB/IMGT. Regression. Given a peptide amino acid sequence and an MHC pseudo amino acid sequence, predict their binding affinity value. This is MHC class I binding data. (1) The peptide sequence is LILAYRRRW. The MHC is HLA-B58:01 with pseudo-sequence HLA-B58:01. The binding affinity (normalized) is 0.872. (2) The peptide sequence is VTDTALAYF. The MHC is HLA-B18:01 with pseudo-sequence HLA-B18:01. The binding affinity (normalized) is 0.0847. (3) The MHC is HLA-C07:01 with pseudo-sequence HLA-C07:01. The binding affinity (normalized) is 0.311. The peptide sequence is SMFERDFHF. (4) The peptide sequence is MMQVWIQPL. The MHC is HLA-B07:02 with pseudo-sequence HLA-B07:02. The binding affinity (normalized) is 0.0847. (5) The peptide sequence is RTFRGRVL. The MHC is H-2-Kb with pseudo-sequence H-2-Kb. The binding affinity (normalized) is 0.334. (6) The peptide sequence is HLSGWELAK. The MHC is HLA-B51:01 with pseudo-sequence HLA-B51:01. The binding affinity (normalized) is 0.0847.